From a dataset of Full USPTO retrosynthesis dataset with 1.9M reactions from patents (1976-2016). Predict the reactants needed to synthesize the given product. (1) Given the product [NH2:26][N:3]1[C:4]2([CH2:9][CH2:8][O:7][CH2:6][CH2:5]2)[CH2:10][C:11]2[NH:12][C:13]3[CH:20]=[CH:19][C:18]([O:21][C:22]([F:24])([F:25])[F:23])=[CH:17][C:14]=3[S:15][C:16]=2[C:2]1=[O:1], predict the reactants needed to synthesize it. The reactants are: [O:1]=[C:2]1[C:16]2[S:15][C:14]3[CH:17]=[C:18]([O:21][C:22]([F:25])([F:24])[F:23])[CH:19]=[CH:20][C:13]=3[NH:12][C:11]=2[CH2:10][C:4]2([CH2:9][CH2:8][O:7][CH2:6][CH2:5]2)[N:3]1[NH:26]C(=O)C.Cl. (2) Given the product [NH2:30][C:17]1[C:18]2[N:10]([CH2:9][O:8][CH2:1][C:2]3[CH:7]=[CH:6][CH:5]=[CH:4][CH:3]=3)[CH:11]=[C:12]([CH2:20][NH:21][C@@H:22]([C@H:25]([OH:29])[CH2:26][S:27][CH3:28])[CH2:23][OH:24])[C:13]=2[N:14]=[CH:15][N:16]=1, predict the reactants needed to synthesize it. The reactants are: [CH2:1]([O:8][CH2:9][N:10]1[C:18]2[C:17](Cl)=[N:16][CH:15]=[N:14][C:13]=2[C:12]([CH2:20][NH:21][C@@H:22]([C@H:25]([OH:29])[CH2:26][S:27][CH3:28])[CH2:23][OH:24])=[CH:11]1)[C:2]1[CH:7]=[CH:6][CH:5]=[CH:4][CH:3]=1.[NH3:30].CO. (3) Given the product [NH2:22][C@H:19]1[CH2:20][CH2:21][C@@H:17]([C:15]([NH:14][C:10]2[CH:9]=[C:8]([C:5]3[CH:6]=[CH:7][C:2]([F:1])=[CH:3][C:4]=3[O:30][CH3:31])[CH:13]=[CH:12][N:11]=2)=[O:16])[CH2:18]1, predict the reactants needed to synthesize it. The reactants are: [F:1][C:2]1[CH:7]=[CH:6][C:5]([C:8]2[CH:13]=[CH:12][N:11]=[C:10]([NH:14][C:15]([C@@H:17]3[CH2:21][CH2:20][C@H:19]([NH:22]C(=O)OC(C)(C)C)[CH2:18]3)=[O:16])[CH:9]=2)=[C:4]([O:30][CH3:31])[CH:3]=1.C(O)(C(F)(F)F)=O. (4) The reactants are: Br[C:2]1[CH:7]=[CH:6][C:5]([C:8]2([C:14]#[N:15])[CH2:13][CH2:12][NH:11][CH2:10][CH2:9]2)=[CH:4][CH:3]=1.[C:16](=[O:23])([O:18][C:19]([CH3:22])([CH3:21])[CH3:20])[NH2:17].CC1(C)C2C(=C(P(C3C=CC=CC=3)C3C=CC=CC=3)C=CC=2)OC2C(P(C3C=CC=CC=3)C3C=CC=CC=3)=CC=CC1=2.C([O-])([O-])=O.[Cs+].[Cs+]. Given the product [C:14]([C:8]1([C:5]2[CH:6]=[CH:7][C:2]([NH:17][C:16](=[O:23])[O:18][C:19]([CH3:22])([CH3:21])[CH3:20])=[CH:3][CH:4]=2)[CH2:13][CH2:12][NH:11][CH2:10][CH2:9]1)#[N:15], predict the reactants needed to synthesize it. (5) Given the product [C:15]([O:18][C:19]([NH:1][CH2:2][C:3]1[CH:4]=[C:5]([CH2:10][C:11]([OH:13])=[O:12])[CH:6]=[CH:7][C:8]=1[OH:9])=[O:20])([CH3:17])([CH3:16])[CH3:14], predict the reactants needed to synthesize it. The reactants are: [NH2:1][CH2:2][C:3]1[CH:4]=[C:5]([CH2:10][C:11]([OH:13])=[O:12])[CH:6]=[CH:7][C:8]=1[OH:9].[CH3:14][C:15]([O:18][C:19](O[C:19]([O:18][C:15]([CH3:17])([CH3:16])[CH3:14])=[O:20])=[O:20])([CH3:17])[CH3:16]. (6) Given the product [F:13][C:3]1([F:12])[O:4][C:5]2[CH:11]=[CH:10][C:9]([B:15]([OH:19])[OH:16])=[CH:8][C:6]=2[O:7][C:2]1([F:1])[F:14], predict the reactants needed to synthesize it. The reactants are: [F:1][C:2]1([F:14])[O:7][C:6]2[CH:8]=[CH:9][CH:10]=[CH:11][C:5]=2[O:4][C:3]1([F:13])[F:12].[B:15]1(B2OC(C)(C)C(C)(C)O2)[O:19]C(C)(C)C(C)(C)[O:16]1.O1CCOCC1.I(O)(=O)(=O)=O. (7) The reactants are: [NH2:1][C:2]1[CH:7]=[C:6]([CH2:8][C:9]([O:11][CH2:12][CH3:13])=[O:10])[C:5]([Br:14])=[CH:4][N:3]=1.C1COCC1.[C:20]([N:28]=[C:29]=[S:30])(=[O:27])[C:21]1[CH:26]=[CH:25][CH:24]=[CH:23][CH:22]=1. Given the product [C:20]([NH:28][C:29](=[S:30])[NH:1][C:2]1[CH:7]=[C:6]([CH2:8][C:9]([O:11][CH2:12][CH3:13])=[O:10])[C:5]([Br:14])=[CH:4][N:3]=1)(=[O:27])[C:21]1[CH:26]=[CH:25][CH:24]=[CH:23][CH:22]=1, predict the reactants needed to synthesize it. (8) Given the product [CH2:1]([NH:3][C:4]([C@@H:5]1[C@H:6]([CH3:7])[O:21][C:10]([C:11]2[CH:16]=[CH:15][C:14]([N+:17]([O-:19])=[O:18])=[CH:13][C:12]=2[OH:20])=[N:9]1)=[O:22])[CH3:2], predict the reactants needed to synthesize it. The reactants are: [CH2:1]([NH:3][C:4](=[O:22])[C@@H:5]([NH:9][C:10](=[O:21])[C:11]1[CH:16]=[CH:15][C:14]([N+:17]([O-:19])=[O:18])=[CH:13][C:12]=1[OH:20])[C@H:6](O)[CH3:7])[CH3:2].O=S(Cl)Cl.C(=O)([O-])[O-].[Na+].[Na+]. (9) The reactants are: [CH3:1][C:2]1([CH3:20])[O:6][C@@H:5]([C@@H:7]2[C@@H:11]3[O:12][C:13]([CH3:16])([CH3:15])[O:14][C@:10]3([CH2:17]O)[C:9](=[O:19])[O:8]2)[CH2:4][O:3]1.N1C=CN=C1.C1(P(C2C=CC=CC=2)C2C=CC=CC=2)C=CC=CC=1.[I:45]I. Given the product [CH3:1][C:2]1([CH3:20])[O:6][C@@H:5]([C@@H:7]2[C@@H:11]3[O:12][C:13]([CH3:16])([CH3:15])[O:14][C@:10]3([CH2:17][I:45])[C:9](=[O:19])[O:8]2)[CH2:4][O:3]1, predict the reactants needed to synthesize it.